Dataset: Full USPTO retrosynthesis dataset with 1.9M reactions from patents (1976-2016). Task: Predict the reactants needed to synthesize the given product. (1) The reactants are: [C:1]1(CO)CCCCC=1.[Cl:9][C:10]1[C:11]([O:21][CH:22]2[CH2:27][CH2:26][C:25](=[CH2:28])[CH2:24][CH2:23]2)=[CH:12][C:13]([F:20])=[C:14]([CH:19]=1)[C:15]([O:17][CH3:18])=[O:16]. Given the product [Cl:9][C:10]1[C:11]([O:21][CH:22]2[CH2:27][CH2:26][C:25]3([CH2:1][CH2:28]3)[CH2:24][CH2:23]2)=[CH:12][C:13]([F:20])=[C:14]([CH:19]=1)[C:15]([O:17][CH3:18])=[O:16], predict the reactants needed to synthesize it. (2) The reactants are: [C:1]([N:4]1[C:13]2[C:8](=[CH:9][C:10]([C:14]([O:16]CC)=[O:15])=[CH:11][CH:12]=2)[C@H:7]([NH:19][C:20]2[CH:25]=[CH:24][N:23]=[C:22]([CH3:26])[N:21]=2)[C@@H:6]([CH3:27])[C@@H:5]1[CH:28]1[CH2:30][CH2:29]1)(=[O:3])[CH3:2].[Li+].[OH-]. Given the product [C:1]([N:4]1[C:13]2[C:8](=[CH:9][C:10]([C:14]([OH:16])=[O:15])=[CH:11][CH:12]=2)[C@H:7]([NH:19][C:20]2[CH:25]=[CH:24][N:23]=[C:22]([CH3:26])[N:21]=2)[C@@H:6]([CH3:27])[C@@H:5]1[CH:28]1[CH2:29][CH2:30]1)(=[O:3])[CH3:2], predict the reactants needed to synthesize it. (3) Given the product [Br:10][C:11]1[CH:17]=[C:16]([CH3:18])[CH:15]=[CH:14][C:12]=1[NH:13][C:4]1[N:3]=[C:2]([Cl:1])[N:7]=[C:6]([Cl:8])[N:5]=1, predict the reactants needed to synthesize it. The reactants are: [Cl:1][C:2]1[N:3]=[CH:4][N:5](Cl)[CH:6]([Cl:8])[N:7]=1.[Br:10][C:11]1[CH:17]=[C:16]([CH3:18])[CH:15]=[CH:14][C:12]=1[NH2:13].